From a dataset of Full USPTO retrosynthesis dataset with 1.9M reactions from patents (1976-2016). Predict the reactants needed to synthesize the given product. (1) Given the product [Cl:1][C:2]1[CH:3]=[C:4]([CH:11]=[CH:12][C:13]=1[O:14][CH:15]([CH3:17])[CH3:16])[C:5]([OH:7])=[O:6], predict the reactants needed to synthesize it. The reactants are: [Cl:1][C:2]1[CH:3]=[C:4]([CH:11]=[CH:12][C:13]=1[O:14][CH:15]([CH3:17])[CH3:16])[C:5]([O:7]C(C)C)=[O:6].[OH-].[Na+]. (2) Given the product [CH3:7][N:6]([CH3:8])[C:5]1[CH:9]=[CH:10][C:2]([C:15]2[CH:16]=[CH:17][C:18]([O:19][CH3:20])=[C:13]([CH:11]=[O:12])[CH:14]=2)=[CH:3][CH:4]=1, predict the reactants needed to synthesize it. The reactants are: Br[C:2]1[CH:10]=[CH:9][C:5]([N:6]([CH3:8])[CH3:7])=[CH:4][CH:3]=1.[CH:11]([C:13]1[CH:14]=[C:15](B(O)O)[CH:16]=[CH:17][C:18]=1[O:19][CH3:20])=[O:12]. (3) Given the product [CH2:1]([NH:3][C:4](=[O:22])[C:5]1[CH:10]=[CH:9][C:8]([CH3:11])=[C:7]([C:12]2[CH:20]=[C:19]3[C:15]([C:16]([C:30]4[CH:31]=[CH:32][C:27]([S:24]([CH3:23])(=[O:26])=[O:25])=[CH:28][CH:29]=4)=[N:17][NH:18]3)=[CH:14][CH:13]=2)[CH:6]=1)[CH3:2], predict the reactants needed to synthesize it. The reactants are: [CH2:1]([NH:3][C:4](=[O:22])[C:5]1[CH:10]=[CH:9][C:8]([CH3:11])=[C:7]([C:12]2[CH:20]=[C:19]3[C:15]([C:16](I)=[N:17][NH:18]3)=[CH:14][CH:13]=2)[CH:6]=1)[CH3:2].[CH3:23][S:24]([C:27]1[CH:32]=[CH:31][C:30](B(O)O)=[CH:29][CH:28]=1)(=[O:26])=[O:25].C(=O)([O-])O.[Na+]. (4) Given the product [CH:19]1([NH:18][C:16]([C:11]2[N:10]=[N:9][N:8]([C:5]3[CH:6]=[CH:7][C:2]([NH:1][C:31]([N:30]([CH3:34])[CH3:29])=[O:32])=[CH:3][CH:4]=3)[C:12]=2[CH2:13][CH2:14][CH3:15])=[O:17])[CH2:20][CH2:21]1, predict the reactants needed to synthesize it. The reactants are: [NH2:1][C:2]1[CH:7]=[CH:6][C:5]([N:8]2[C:12]([CH2:13][CH2:14][CH3:15])=[C:11]([C:16]([NH:18][CH:19]3[CH2:21][CH2:20]3)=[O:17])[N:10]=[N:9]2)=[CH:4][CH:3]=1.C(N(CC)CC)C.[CH3:29][N:30]([CH3:34])[C:31](Cl)=[O:32].